Dataset: Forward reaction prediction with 1.9M reactions from USPTO patents (1976-2016). Task: Predict the product of the given reaction. (1) The product is: [NH2:7][CH:8]1[CH2:13][CH2:12][CH:11]([NH:14][C:15]([C:17]2[C:25]3[N:24]=[C:23]([C:26]4[S:27][CH:28]=[CH:29][CH:30]=4)[NH:22][C:21]=3[C:20]([OH:31])=[CH:19][CH:18]=2)=[O:16])[CH2:10][CH2:9]1. Given the reactants C(OC(=O)[NH:7][CH:8]1[CH2:13][CH2:12][CH:11]([NH:14][C:15]([C:17]2[C:25]3[N:24]=[C:23]([C:26]4[S:27][CH:28]=[CH:29][CH:30]=4)[NH:22][C:21]=3[C:20]([O:31]C)=[CH:19][CH:18]=2)=[O:16])[CH2:10][CH2:9]1)(C)(C)C.B(Br)(Br)Br, predict the reaction product. (2) The product is: [CH2:1]([N:3]1[C:7]2=[N:8][CH:9]=[C:10]([C:20]([OH:22])=[O:21])[C:11]([NH:12][CH:13]3[CH2:18][CH2:17][CH2:16][CH:15]([OH:19])[CH2:14]3)=[C:6]2[CH:5]=[N:4]1)[CH3:2]. Given the reactants [CH2:1]([N:3]1[C:7]2=[N:8][CH:9]=[C:10]([C:20]([O:22]CC)=[O:21])[C:11]([NH:12][CH:13]3[CH2:18][CH2:17][CH2:16][CH:15]([OH:19])[CH2:14]3)=[C:6]2[CH:5]=[N:4]1)[CH3:2].[OH-].[Na+], predict the reaction product. (3) The product is: [NH2:7][C:8]1[N:9]=[C:10]([S:3]([CH3:19])(=[O:5])=[O:2])[S:11][C:12]=1[C:13]([O:15][CH3:16])=[O:14]. Given the reactants O[O:2][S:3]([O-:5])=O.[K+].[NH2:7][C:8]1[N:9]=[C:10](SC)[S:11][C:12]=1[C:13]([O:15][CH3:16])=[O:14].[CH3:19]O, predict the reaction product. (4) Given the reactants [CH:1]1([N:6]2[CH2:11][CH2:10][CH:9]([O:12][C:13]3[N:18]=[CH:17][C:16]([C:19]4[CH:20]=[CH:21][C:22]([O:25]CC5C=CC=CC=5)=[N:23][CH:24]=4)=[CH:15][N:14]=3)[CH2:8][CH2:7]2)[CH2:5][CH2:4][CH2:3][CH2:2]1.[H][H], predict the reaction product. The product is: [CH:1]1([N:6]2[CH2:11][CH2:10][CH:9]([O:12][C:13]3[N:14]=[CH:15][C:16]([C:19]4[CH:20]=[CH:21][C:22](=[O:25])[NH:23][CH:24]=4)=[CH:17][N:18]=3)[CH2:8][CH2:7]2)[CH2:2][CH2:3][CH2:4][CH2:5]1. (5) Given the reactants C([N:3]([CH2:6][CH3:7])[CH2:4]C)C.Cl[C:9]([O:11][CH2:12][Cl:13])=[O:10].Cl.[C:15]1(C)[CH:20]=CC=[CH:17][CH:16]=1, predict the reaction product. The product is: [CH:6]1([N:3]([CH3:4])[C:9](=[O:10])[O:11][CH2:12][Cl:13])[CH2:7][CH2:17][CH2:16][CH2:15][CH2:20]1. (6) Given the reactants ClC1C=C(C=CC=1)C(O)=O.[Br:11][C:12]1[CH:17]=[N+:16]([O-])[CH:15]=[C:14]2[NH:19][CH:20]=[CH:21][C:13]=12.[Si]([C:26]#[N:27])(C)(C)C, predict the reaction product. The product is: [Br:11][C:12]1[CH:17]=[N:16][C:15]([C:26]#[N:27])=[C:14]2[NH:19][CH:20]=[CH:21][C:13]=12. (7) Given the reactants [Cl:1][C:2]1[N:7]=[C:6](Cl)[CH:5]=[CH:4][N:3]=1.[C:9]1(B(O)O)[CH:14]=[CH:13][CH:12]=[CH:11][CH:10]=1.C(=O)([O-])[O-].[K+].[K+].C(O)C.O, predict the reaction product. The product is: [Cl:1][C:2]1[N:7]=[C:6]([C:9]2[CH:14]=[CH:13][CH:12]=[CH:11][CH:10]=2)[CH:5]=[CH:4][N:3]=1. (8) Given the reactants [OH:1][C:2]1[CH:3]=[C:4]([C:8](=[O:10])[CH3:9])[CH:5]=[CH:6][CH:7]=1.Br[CH2:12][CH2:13][CH2:14][Cl:15].C(=O)([O-])[O-].[K+].[K+], predict the reaction product. The product is: [Cl:15][CH2:14][CH2:13][CH2:12][O:1][C:2]1[CH:3]=[C:4]([C:8](=[O:10])[CH3:9])[CH:5]=[CH:6][CH:7]=1. (9) Given the reactants C([N:8]1[CH2:12][CH2:11][C@H:10]([O:13][CH:14]([C:22]2[CH:27]=[CH:26][C:25]([Cl:28])=[CH:24][CH:23]=2)[C:15]2[CH:20]=[CH:19][C:18]([Cl:21])=[CH:17][CH:16]=2)[CH2:9]1)C1C=CC=CC=1.ClC(OC(Cl)C)=O, predict the reaction product. The product is: [Cl:21][C:18]1[CH:19]=[CH:20][C:15]([CH:14]([O:13][C@H:10]2[CH2:11][CH2:12][NH:8][CH2:9]2)[C:22]2[CH:23]=[CH:24][C:25]([Cl:28])=[CH:26][CH:27]=2)=[CH:16][CH:17]=1.